This data is from M1 muscarinic receptor antagonist screen with 61,756 compounds. The task is: Binary Classification. Given a drug SMILES string, predict its activity (active/inactive) in a high-throughput screening assay against a specified biological target. (1) The drug is O=C(Nc1n(Cc2ccc(cc2)C)c2c(n1)cccc2)CC. The result is 0 (inactive). (2) The compound is Fc1cc(C(=O)Nc2ccc(NC(=O)C(C)C)nc2)ccc1. The result is 0 (inactive). (3) The molecule is Brc1sc(S(=O)(=O)NCCC(=O)N2CCN(CC2)c2ccccc2)cc1. The result is 0 (inactive). (4) The drug is S(Cc1ccccc1)c1ncccc1C(O)=O. The result is 0 (inactive). (5) The result is 0 (inactive). The molecule is O1c2c(OCC1)ccc(c2)C(OCC(=O)Nc1c(cccc1)C#N)=O. (6) The result is 0 (inactive). The drug is Clc1ccc(C(=O)N2CCN(CC2)c2nc(c3c(CC(OC3)(C)C)c2C#N)C)cc1. (7) The compound is O=C(N1CCCC1)c1cc(ccc1)COc1ccc(OCC)cc1. The result is 0 (inactive). (8) The drug is S(=O)(=O)(N1CCN(CC1)C(=O)c1c(OC)cccc1OC)c1ccc(cc1)C. The result is 0 (inactive). (9) The molecule is O=C1CC(CC=2Nc3c(NC(C12)c1cc2OCOc2cc1)cccc3)(C)C. The result is 0 (inactive). (10) The molecule is S(CN1C(=O)c2c(C1=O)cccc2)c1n(nnn1)c1ccccc1. The result is 0 (inactive).